From a dataset of Reaction yield outcomes from USPTO patents with 853,638 reactions. Predict the reaction yield, written as a fraction of the theoretical maximum amount of product (1.0 means a 100% yield; for example, 0.34 means a 34% yield). (1) The reactants are [C:1]([O:5][C:6]([C:8]([C:33]([O:35][C:36]([CH3:39])([CH3:38])[CH3:37])=[O:34])([CH2:22][CH2:23][CH2:24][CH2:25][CH2:26][CH2:27][CH2:28][CH2:29][CH2:30][CH2:31][CH3:32])[CH2:9][CH2:10][CH2:11][CH2:12][CH2:13][CH2:14][CH2:15][CH2:16][CH2:17][CH2:18][C:19]([OH:21])=[O:20])=[O:7])([CH3:4])([CH3:3])[CH3:2].O[N:41]1[C:45](=[O:46])[CH2:44][CH2:43][C:42]1=[O:47].C1CCC(N=C=NC2CCCCC2)CC1. The catalyst is C(Cl)Cl. The product is [CH2:18]([C:19]([O:21][N:41]1[C:45](=[O:46])[CH2:44][CH2:43][C:42]1=[O:47])=[O:20])[CH2:17][CH2:16][CH2:15][CH2:14][CH2:13][CH2:12][CH2:11][CH2:10][CH2:9][C:8]([C:6]([O:5][C:1]([CH3:4])([CH3:2])[CH3:3])=[O:7])([C:33]([O:35][C:36]([CH3:38])([CH3:37])[CH3:39])=[O:34])[CH2:22][CH2:23][CH2:24][CH2:25][CH2:26][CH2:27][CH2:28][CH2:29][CH2:30][CH2:31][CH3:32]. The yield is 0.300. (2) The reactants are C[N:2](C)[CH:3]=[CH:4][C:5]([C:7]1[C:12](=[O:13])[CH:11]=[CH:10][N:9]([C:14]2[CH:19]=[CH:18][CH:17]=[C:16]([C:20]([F:23])([F:22])[F:21])[CH:15]=2)[N:8]=1)=O.[C:25]1([NH:31]N)[CH:30]=[CH:29][CH:28]=[CH:27][CH:26]=1. The catalyst is C(O)C. The product is [C:25]1([N:31]2[C:5]([C:7]3[C:12](=[O:13])[CH:11]=[CH:10][N:9]([C:14]4[CH:19]=[CH:18][CH:17]=[C:16]([C:20]([F:23])([F:22])[F:21])[CH:15]=4)[N:8]=3)=[CH:4][CH:3]=[N:2]2)[CH:30]=[CH:29][CH:28]=[CH:27][CH:26]=1. The yield is 0.150. (3) The reactants are [F:1][C:2]1[CH:17]=[CH:16][C:5]2[N:6]([CH:10]3[CH2:15][CH2:14][NH:13][CH2:12][CH2:11]3)[C:7](=[O:9])[NH:8][C:4]=2[CH:3]=1.N1C=CC=CC=1.[CH2:24]([C:28]1[CH:36]=[CH:35][C:31]([C:32](Cl)=[O:33])=[CH:30][CH:29]=1)[CH2:25][CH2:26][CH3:27]. The catalyst is C(Cl)Cl. The product is [CH2:24]([C:28]1[CH:29]=[CH:30][C:31]([C:32]([N:13]2[CH2:12][CH2:11][CH:10]([N:6]3[C:5]4[CH:16]=[CH:17][C:2]([F:1])=[CH:3][C:4]=4[NH:8][C:7]3=[O:9])[CH2:15][CH2:14]2)=[O:33])=[CH:35][CH:36]=1)[CH2:25][CH2:26][CH3:27]. The yield is 0.120. (4) The reactants are Cl[C:2]1[C:3]2[N:10]=[C:9]([CH2:11][C:12]3[C:17]([Cl:18])=[CH:16][CH:15]=[CH:14][C:13]=3[Cl:19])[S:8][C:4]=2[N:5]=[CH:6][N:7]=1.[F:20][C:21]([F:30])([F:29])[C:22]1[CH:27]=[CH:26][C:25]([NH2:28])=[CH:24][CH:23]=1.Cl. The catalyst is C(O)(C)C. The product is [Cl:19][C:13]1[CH:14]=[CH:15][CH:16]=[C:17]([Cl:18])[C:12]=1[CH2:11][C:9]1[S:8][C:4]2[N:5]=[CH:6][N:7]=[C:2]([NH:28][C:25]3[CH:26]=[CH:27][C:22]([C:21]([F:20])([F:29])[F:30])=[CH:23][CH:24]=3)[C:3]=2[N:10]=1. The yield is 0.740. (5) The reactants are [NH2:1][C:2]1[C:3]([C:8]([N:10]([C:12]2[CH:17]=[CH:16][CH:15]=[C:14]([F:18])[C:13]=2[F:19])N)=[NH:9])=[N:4][CH:5]=[CH:6][N:7]=1.C1N=C[N:22]([C:25](N2C=NC=C2)=[O:26])C=1. The catalyst is C1COCC1. The product is [NH2:1][C:2]1[C:3]([C:8]2[N:10]([C:12]3[CH:17]=[CH:16][CH:15]=[C:14]([F:18])[C:13]=3[F:19])[C:25]([OH:26])=[N:22][N:9]=2)=[N:4][CH:5]=[CH:6][N:7]=1. The yield is 0.910. (6) The reactants are [H-].[H-].[H-].[H-].[Li+].[Al+3].[Cl:7][C:8]1[CH:9]=[C:10]([CH:15]=[C:16]([Cl:35])[C:17]=1[O:18][C:19]1[CH:24]=[CH:23][C:22]([O:25][CH3:26])=[C:21]([CH2:27][C:28]2[CH:33]=[CH:32][C:31]([F:34])=[CH:30][CH:29]=2)[CH:20]=1)[C:11](OC)=[O:12]. The catalyst is C1COCC1. The product is [Cl:7][C:8]1[CH:9]=[C:10]([CH:15]=[C:16]([Cl:35])[C:17]=1[O:18][C:19]1[CH:24]=[CH:23][C:22]([O:25][CH3:26])=[C:21]([CH2:27][C:28]2[CH:33]=[CH:32][C:31]([F:34])=[CH:30][CH:29]=2)[CH:20]=1)[CH2:11][OH:12]. The yield is 0.700. (7) The reactants are [CH:1]1([OH:7])[CH2:6][CH2:5][CH2:4][CH2:3][CH2:2]1.O[N:9]1[C:13](=[O:14])[C:12]2=[CH:15][CH:16]=[CH:17][CH:18]=[C:11]2[C:10]1=[O:19].N(C(OC(C)(C)C)=O)=NC(OC(C)(C)C)=O. The catalyst is O1CCCC1. The product is [CH:1]1([O:7][N:9]2[C:13](=[O:14])[C:12]3[C:11](=[CH:18][CH:17]=[CH:16][CH:15]=3)[C:10]2=[O:19])[CH2:6][CH2:5][CH2:4][CH2:3][CH2:2]1. The yield is 0.750. (8) The reactants are [N:1]1[CH:6]=[CH:5][C:4]([CH:7]=[O:8])=[CH:3][CH:2]=1.[OH-].[K+].[N+:11]([CH2:13][C:14]([N:16]1[CH2:20][CH2:19][CH2:18][CH2:17]1)=[O:15])#[C-:12]. The catalyst is CO. The product is [N:1]1[CH:6]=[CH:5][C:4]([C@@H:7]2[O:8][CH:12]=[N:11][C@H:13]2[C:14]([N:16]2[CH2:20][CH2:19][CH2:18][CH2:17]2)=[O:15])=[CH:3][CH:2]=1. The yield is 0.980. (9) The catalyst is ClCCl.CCOCC. The yield is 0.600. The product is [OH:1][C:2]([C:23]1[CH:24]=[CH:25][CH:26]=[CH:27][CH:28]=1)([CH2:19][C:20]([CH3:22])=[CH2:21])[CH2:3][CH2:4][N:5]([C:43]([O:45][CH3:46])=[O:44])[C@H:6]1[CH2:11][CH2:10][CH2:9][N:8]([C:12]([O:14][C:15]([CH3:18])([CH3:16])[CH3:17])=[O:13])[CH2:7]1. The reactants are [OH:1][C:2]([C:23]1[CH:28]=[CH:27][CH:26]=[CH:25][CH:24]=1)([CH2:19][C:20]([CH3:22])=[CH2:21])[CH2:3][CH2:4][NH:5][C@H:6]1[CH2:11][CH2:10][CH2:9][N:8]([C:12]([O:14][C:15]([CH3:18])([CH3:17])[CH3:16])=[O:13])[CH2:7]1.C(N(CC)CC)C.N1C=CC=CC=1.Cl[C:43]([O:45][CH3:46])=[O:44].